Dataset: Reaction yield outcomes from USPTO patents with 853,638 reactions. Task: Predict the reaction yield, written as a fraction of the theoretical maximum amount of product (1.0 means a 100% yield; for example, 0.34 means a 34% yield). The reactants are Cl.[NH:2]1[CH2:7][CH2:6][CH:5]([CH2:8][NH:9][C:10]([C:12]2[C:20]3[N:19]=[C:18]([C:21]([CH3:24])([CH3:23])[CH3:22])[NH:17][C:16]=3[CH:15]=[CH:14][CH:13]=2)=[O:11])[CH2:4][CH2:3]1.C(N(CC)C(C)C)(C)C.[C:34]([O:38][C:39]([N:41]1[CH2:46][CH2:45][CH:44]([CH:47]=O)[CH2:43][CH2:42]1)=[O:40])([CH3:37])([CH3:36])[CH3:35].C(O[BH-](OC(=O)C)OC(=O)C)(=O)C.[Na+]. The catalyst is ClCCl. The product is [C:34]([O:38][C:39]([N:41]1[CH2:46][CH2:45][CH:44]([CH2:47][N:2]2[CH2:7][CH2:6][CH:5]([CH2:8][NH:9][C:10]([C:12]3[C:20]4[N:19]=[C:18]([C:21]([CH3:24])([CH3:23])[CH3:22])[NH:17][C:16]=4[CH:15]=[CH:14][CH:13]=3)=[O:11])[CH2:4][CH2:3]2)[CH2:43][CH2:42]1)=[O:40])([CH3:37])([CH3:35])[CH3:36]. The yield is 0.870.